Dataset: Reaction yield outcomes from USPTO patents with 853,638 reactions. Task: Predict the reaction yield, written as a fraction of the theoretical maximum amount of product (1.0 means a 100% yield; for example, 0.34 means a 34% yield). The reactants are [C:1]([C:3]([CH2:15][Si:16]1([CH3:21])[CH2:20][CH2:19][CH2:18][CH2:17]1)([CH2:9][C:10]([O:12][CH2:13][CH3:14])=[O:11])C(OCC)=O)#[N:2].O.[Br-].[Li+]. The catalyst is CN(C)C=O. The product is [CH3:21][Si:16]1([CH2:15][CH:3]([C:1]#[N:2])[CH2:9][C:10]([O:12][CH2:13][CH3:14])=[O:11])[CH2:20][CH2:19][CH2:18][CH2:17]1. The yield is 0.880.